From a dataset of Peptide-MHC class I binding affinity with 185,985 pairs from IEDB/IMGT. Regression. Given a peptide amino acid sequence and an MHC pseudo amino acid sequence, predict their binding affinity value. This is MHC class I binding data. (1) The binding affinity (normalized) is 0.0531. The peptide sequence is PEFDWILGWT. The MHC is HLA-B44:03 with pseudo-sequence HLA-B44:03. (2) The peptide sequence is HEGINPNMSC. The MHC is H-2-Db with pseudo-sequence H-2-Db. The binding affinity (normalized) is 0.000404. (3) The peptide sequence is HVPTRGTAM. The MHC is HLA-A30:01 with pseudo-sequence HLA-A30:01. The binding affinity (normalized) is 0.149. (4) The peptide sequence is YLYETYHLI. The MHC is HLA-C12:03 with pseudo-sequence HLA-C12:03. The binding affinity (normalized) is 0.534. (5) The peptide sequence is GPSHKARVL. The MHC is HLA-B51:01 with pseudo-sequence HLA-B51:01. The binding affinity (normalized) is 0. (6) The peptide sequence is KSLFNTIAVLY. The MHC is HLA-B08:01 with pseudo-sequence HLA-B08:01. The binding affinity (normalized) is 0.0847. (7) The peptide sequence is LLEKCDLQNY. The MHC is HLA-A26:01 with pseudo-sequence HLA-A26:01. The binding affinity (normalized) is 0.